From a dataset of Reaction yield outcomes from USPTO patents with 853,638 reactions. Predict the reaction yield, written as a fraction of the theoretical maximum amount of product (1.0 means a 100% yield; for example, 0.34 means a 34% yield). (1) The reactants are [Cl:1][C:2]1[CH:3]=[C:4]([CH2:9][CH2:10][CH:11]=O)[CH:5]=[CH:6][C:7]=1[Cl:8].Cl.[O:14]([NH2:16])[CH3:15]. No catalyst specified. The product is [CH3:15][O:14][N:16]=[CH:11][CH2:10][CH2:9][C:4]1[CH:5]=[CH:6][C:7]([Cl:8])=[C:2]([Cl:1])[CH:3]=1. The yield is 0.910. (2) The reactants are [C:1]([O:5][C:6]([N:8]1[C:16]2[C:11](=[CH:12][C:13]([CH:17]=[CH2:18])=[CH:14][CH:15]=2)[CH2:10][CH2:9]1)=[O:7])([CH3:4])([CH3:3])[CH3:2].Br[CH:20]([C:25]1[CH:26]=[C:27]([Cl:33])[C:28]([F:32])=[C:29]([Cl:31])[CH:30]=1)[C:21]([F:24])([F:23])[F:22].N1C=CC=CC=1C1C=CC=CN=1. The catalyst is ClC1C=CC=CC=1Cl.Cl[Cu]. The product is [Cl:31][C:29]1[CH:30]=[C:25]([CH:20]([C:21]([F:24])([F:23])[F:22])/[CH:18]=[CH:17]/[C:13]2[CH:12]=[C:11]3[C:16](=[CH:15][CH:14]=2)[N:8]([C:6]([O:5][C:1]([CH3:4])([CH3:3])[CH3:2])=[O:7])[CH2:9][CH2:10]3)[CH:26]=[C:27]([Cl:33])[C:28]=1[F:32]. The yield is 0.610. (3) The product is [CH2:30]([N:14]1[CH2:13][CH:12]2[C:7]3[CH:6]=[CH:5][C:4]([O:20][CH3:21])=[C:3]([O:2][CH3:1])[C:8]=3[O:9][C:10]3[C:11]2=[C:16]([CH:17]=[CH:18][CH:19]=3)[CH2:15]1)[CH:29]=[CH2:28]. The yield is 0.710. The catalyst is CC(C)=O. The reactants are [CH3:1][O:2][C:3]1[C:8]2[O:9][C:10]3[C:11]4[CH:12]([CH2:13][NH:14][CH2:15][C:16]=4[CH:17]=[CH:18][CH:19]=3)[C:7]=2[CH:6]=[CH:5][C:4]=1[O:20][CH3:21].C(=O)([O-])[O-].[K+].[K+].[CH2:28](Br)[CH:29]=[CH2:30]. (4) The reactants are [CH:1]1([CH2:4][NH:5][C@H:6]2[CH2:11][CH2:10][C@H:9]([C:12]([O:21][Si](CC)(CC)CC)([C:17]([F:20])([F:19])[F:18])[C:13]([F:16])([F:15])[F:14])[CH2:8][CH2:7]2)[CH2:3][CH2:2]1.CCN(CC)CC.[C:36](Cl)(=[O:43])[C:37]1[CH:42]=[CH:41][CH:40]=[CH:39][CH:38]=1.[NH4+].[Cl-]. The catalyst is CCOCC.ClCCCl.C1COCC1. The product is [CH:1]1([CH2:4][N:5]([C@H:6]2[CH2:11][CH2:10][C@H:9]([C:12]([OH:21])([C:13]([F:15])([F:14])[F:16])[C:17]([F:20])([F:19])[F:18])[CH2:8][CH2:7]2)[C:36](=[O:43])[C:37]2[CH:42]=[CH:41][CH:40]=[CH:39][CH:38]=2)[CH2:2][CH2:3]1. The yield is 0.720. (5) The reactants are [NH2:1][NH2:2].Cl[C:4]1[CH:9]=[C:8]([O:10][CH2:11][CH2:12][O:13][CH3:14])[CH:7]=[CH:6][N:5]=1. The catalyst is N1C=CC=CC=1. The product is [NH:1]([C:4]1[CH:9]=[C:8]([O:10][CH2:11][CH2:12][O:13][CH3:14])[CH:7]=[CH:6][N:5]=1)[NH2:2]. The yield is 0.330. (6) The reactants are [F:1][C:2]1[CH:27]=[CH:26][C:5]([CH2:6][NH:7][CH:8]([C:20]2[CH:25]=[CH:24][CH:23]=[CH:22][CH:21]=2)[C:9]([O:11][C@@H:12]2[CH:17]3[CH2:18][CH2:19][N:14]([CH2:15][CH2:16]3)[CH2:13]2)=[O:10])=[CH:4][CH:3]=1.[Br:28][CH2:29][C:30]([C:32]1[CH:37]=[CH:36][CH:35]=[CH:34][CH:33]=1)=[O:31]. The catalyst is C(OCC)(=O)C. The product is [Br-:28].[F:1][C:2]1[CH:27]=[CH:26][C:5]([CH2:6][NH:7][CH:8]([C:20]2[CH:21]=[CH:22][CH:23]=[CH:24][CH:25]=2)[C:9]([O:11][C@@H:12]2[CH:17]3[CH2:16][CH2:15][N+:14]([CH2:29][C:30](=[O:31])[C:32]4[CH:37]=[CH:36][CH:35]=[CH:34][CH:33]=4)([CH2:19][CH2:18]3)[CH2:13]2)=[O:10])=[CH:4][CH:3]=1. The yield is 0.370. (7) The reactants are C(OC([N:8]1[CH2:13][CH2:12][N:11]([C:14]2[CH:19]=[CH:18][C:17]([NH:20][C:21]3[C:22]4[N:23]([N:28]=[CH:29][N:30]=4)[C:24]([Br:27])=[CH:25][N:26]=3)=[CH:16][CH:15]=2)[C:10](=[O:31])[CH2:9]1)=O)(C)(C)C.C(O)(C(F)(F)F)=O. The catalyst is C(Cl)Cl.C([O-])(O)=O.[Na+]. The product is [Br:27][C:24]1[N:23]2[N:28]=[CH:29][N:30]=[C:22]2[C:21]([NH:20][C:17]2[CH:18]=[CH:19][C:14]([N:11]3[CH2:12][CH2:13][NH:8][CH2:9][C:10]3=[O:31])=[CH:15][CH:16]=2)=[N:26][CH:25]=1. The yield is 0.780. (8) The yield is 1.00. The reactants are [OH:1][C:2]1[CH:11]=[CH:10][C:5]([C:6]([O:8][CH3:9])=[O:7])=[CH:4][CH:3]=1.[CH2:12](Cl)[CH:13]=[CH2:14].C(=O)([O-])[O-].[K+].[K+].O. The product is [CH2:14]([O:1][C:2]1[CH:3]=[CH:4][C:5]([C:6]([O:8][CH3:9])=[O:7])=[CH:10][CH:11]=1)[CH:13]=[CH2:12]. The catalyst is CN(C)C=O.